Dataset: Forward reaction prediction with 1.9M reactions from USPTO patents (1976-2016). Task: Predict the product of the given reaction. (1) Given the reactants O.[Br:2][CH2:3][CH2:4][CH2:5][CH2:6][CH2:7][CH2:8][CH2:9][CH2:10][CH2:11][CH3:12].[OH-].[Na+].Cl.[CH2:16](O)[CH3:17], predict the reaction product. The product is: [Br:2][CH2:3][CH2:4][CH2:5][CH2:6][CH2:7][CH2:8][CH2:9][CH2:10][CH2:11][CH2:12][CH2:16][CH3:17]. (2) Given the reactants [C:1]([C:3]1[C:8]([F:9])=[CH:7][C:6]([CH:10](C(OC(C)(C)C)=O)[C:11]([O:13]C(C)(C)C)=[O:12])=[C:5]([F:25])[CH:4]=1)#[N:2].FC(F)(F)C(O)=O, predict the reaction product. The product is: [C:1]([C:3]1[C:8]([F:9])=[CH:7][C:6]([CH2:10][C:11]([OH:13])=[O:12])=[C:5]([F:25])[CH:4]=1)#[N:2].